Task: Predict which catalyst facilitates the given reaction.. Dataset: Catalyst prediction with 721,799 reactions and 888 catalyst types from USPTO Reactant: [CH2:1]([O:8][C:9]1[CH:15]=[CH:14][C:12]([NH2:13])=[C:11]([N+:16]([O-:18])=[O:17])[CH:10]=1)[C:2]1[CH:7]=[CH:6][CH:5]=[CH:4][CH:3]=1.C(O[BH-](OC(=O)C)OC(=O)C)(=O)C.[Na+].[CH3:33][S:34][C:35]1[S:36][C:37]2[CH:43]=[C:42]([CH:44]=O)[CH:41]=[CH:40][C:38]=2[N:39]=1. Product: [CH2:1]([O:8][C:9]1[CH:15]=[CH:14][C:12]([NH:13][CH2:44][C:42]2[CH:41]=[CH:40][C:38]3[N:39]=[C:35]([S:34][CH3:33])[S:36][C:37]=3[CH:43]=2)=[C:11]([N+:16]([O-:18])=[O:17])[CH:10]=1)[C:2]1[CH:3]=[CH:4][CH:5]=[CH:6][CH:7]=1. The catalyst class is: 137.